From a dataset of Forward reaction prediction with 1.9M reactions from USPTO patents (1976-2016). Predict the product of the given reaction. (1) Given the reactants Br[C:2]1[S:6][C:5]([NH:7][C:8](=[O:22])[N:9]([CH:16]2[CH2:21][CH2:20][CH2:19][CH2:18][CH2:17]2)[CH:10]2[CH2:15][CH2:14][CH2:13][CH2:12][CH2:11]2)=[N:4][CH:3]=1.[CH3:23][O:24][C:25](=[O:29])[CH2:26][CH2:27][SH:28], predict the reaction product. The product is: [CH3:23][O:24][C:25](=[O:29])[CH2:26][CH2:27][S:28][C:2]1[S:6][C:5]([NH:7][C:8]([N:9]([CH:16]2[CH2:21][CH2:20][CH2:19][CH2:18][CH2:17]2)[CH:10]2[CH2:15][CH2:14][CH2:13][CH2:12][CH2:11]2)=[O:22])=[N:4][CH:3]=1. (2) Given the reactants Cl[CH2:2][C:3]1[O:4][C:5]2[C:6](=[C:8]([C:12]([O:14][CH3:15])=[O:13])[CH:9]=[CH:10][CH:11]=2)[N:7]=1.[CH2:16]([NH:18][CH2:19][CH3:20])[CH3:17], predict the reaction product. The product is: [CH2:16]([N:18]([CH2:2][C:3]1[O:4][C:5]2[C:6](=[C:8]([C:12]([O:14][CH3:15])=[O:13])[CH:9]=[CH:10][CH:11]=2)[N:7]=1)[CH2:19][CH3:20])[CH3:17]. (3) Given the reactants [Cl:1][C:2]1[CH:3]=[C:4]([C:8]2[N:13]=[C:12]([C:14]([OH:16])=O)[CH:11]=[CH:10][C:9]=2[CH:17]2[CH2:19][CH2:18]2)[CH:5]=[CH:6][CH:7]=1.[CH3:20][C:21]([CH3:28])([C:23]1[O:24][CH:25]=[CH:26][N:27]=1)[NH2:22], predict the reaction product. The product is: [CH3:20][C:21]([NH:22][C:14]([C:12]1[CH:11]=[CH:10][C:9]([CH:17]2[CH2:19][CH2:18]2)=[C:8]([C:4]2[CH:5]=[CH:6][CH:7]=[C:2]([Cl:1])[CH:3]=2)[N:13]=1)=[O:16])([C:23]1[O:24][CH:25]=[CH:26][N:27]=1)[CH3:28].